The task is: Regression. Given two drug SMILES strings and cell line genomic features, predict the synergy score measuring deviation from expected non-interaction effect.. This data is from NCI-60 drug combinations with 297,098 pairs across 59 cell lines. (1) Drug 1: C1CN1P(=S)(N2CC2)N3CC3. Drug 2: CC=C1C(=O)NC(C(=O)OC2CC(=O)NC(C(=O)NC(CSSCCC=C2)C(=O)N1)C(C)C)C(C)C. Cell line: KM12. Synergy scores: CSS=39.3, Synergy_ZIP=-1.92, Synergy_Bliss=-2.41, Synergy_Loewe=-21.3, Synergy_HSA=-3.87. (2) Drug 2: C1CN(P(=O)(OC1)NCCCl)CCCl. Cell line: HCC-2998. Synergy scores: CSS=-9.99, Synergy_ZIP=8.74, Synergy_Bliss=1.99, Synergy_Loewe=-9.39, Synergy_HSA=-10.1. Drug 1: CC1=C(C=C(C=C1)NC2=NC=CC(=N2)N(C)C3=CC4=NN(C(=C4C=C3)C)C)S(=O)(=O)N.Cl. (3) Drug 1: CC12CCC3C(C1CCC2=O)CC(=C)C4=CC(=O)C=CC34C. Drug 2: C1C(C(OC1N2C=NC(=NC2=O)N)CO)O. Cell line: MALME-3M. Synergy scores: CSS=47.8, Synergy_ZIP=-0.488, Synergy_Bliss=2.60, Synergy_Loewe=-3.16, Synergy_HSA=1.61. (4) Drug 1: C1=CC=C(C=C1)NC(=O)CCCCCCC(=O)NO. Drug 2: C#CCC(CC1=CN=C2C(=N1)C(=NC(=N2)N)N)C3=CC=C(C=C3)C(=O)NC(CCC(=O)O)C(=O)O. Cell line: SF-268. Synergy scores: CSS=26.8, Synergy_ZIP=2.00, Synergy_Bliss=0.507, Synergy_Loewe=-10.9, Synergy_HSA=1.29. (5) Drug 1: C1C(C(OC1N2C=C(C(=O)NC2=O)F)CO)O. Drug 2: C(CC(=O)O)C(=O)CN.Cl. Cell line: MALME-3M. Synergy scores: CSS=15.9, Synergy_ZIP=-6.82, Synergy_Bliss=-0.944, Synergy_Loewe=-3.00, Synergy_HSA=0.993. (6) Drug 2: CC1=CC=C(C=C1)C2=CC(=NN2C3=CC=C(C=C3)S(=O)(=O)N)C(F)(F)F. Drug 1: CC1OCC2C(O1)C(C(C(O2)OC3C4COC(=O)C4C(C5=CC6=C(C=C35)OCO6)C7=CC(=C(C(=C7)OC)O)OC)O)O. Synergy scores: CSS=12.5, Synergy_ZIP=-4.47, Synergy_Bliss=1.52, Synergy_Loewe=-14.9, Synergy_HSA=-1.14. Cell line: MALME-3M. (7) Drug 1: CN1C(=O)N2C=NC(=C2N=N1)C(=O)N. Drug 2: C1=CC=C(C(=C1)C(C2=CC=C(C=C2)Cl)C(Cl)Cl)Cl. Cell line: MALME-3M. Synergy scores: CSS=-0.896, Synergy_ZIP=-1.02, Synergy_Bliss=-4.75, Synergy_Loewe=-3.54, Synergy_HSA=-4.34.